From a dataset of Full USPTO retrosynthesis dataset with 1.9M reactions from patents (1976-2016). Predict the reactants needed to synthesize the given product. (1) Given the product [CH3:35][C:34]1[O:38][C:9](/[CH:10]=[CH:11]/[C:15]2[CH:20]=[CH:19][C:60]([N:58]([CH3:57])[CH3:59])=[CH:28][CH:16]=2)=[CH:8][C:13](=[C:14]([C:2]#[N:3])[C:5]#[N:4])[CH:12]=1, predict the reactants needed to synthesize it. The reactants are: Br[C:2]1[C:14]2[C:13]3[CH:12]=[C:11]([C:15]4[CH:16]=NC=[CH:19][CH:20]=4)[CH:10]=[CH:9][C:8]=3N=C[C:5]=2[N:4](C(OC(C)(C)C)=O)[N:3]=1.[C:28]([O-])([O-])=O.[K+].[K+].[C:34]([O:38]C(=O)NC1C=NC=C(B2OC(C)(C)C(C)(C)O2)C=1)(C)(C)[CH3:35].[CH3:57][N:58]([CH:60]=O)[CH3:59]. (2) Given the product [CH3:21][O:20][C:8]1[CH:7]=[C:6]([CH:3]([CH2:1][CH3:2])[CH:4]([OH:22])[CH3:5])[CH:11]=[CH:10][C:9]=1[O:12][CH2:13][C:14]1[CH:15]=[CH:16][CH:17]=[CH:18][CH:19]=1, predict the reactants needed to synthesize it. The reactants are: [CH2:1](/[C:3](/[C:6]1[CH:11]=[CH:10][C:9]([O:12][CH2:13][C:14]2[CH:19]=[CH:18][CH:17]=[CH:16][CH:15]=2)=[C:8]([O:20][CH3:21])[CH:7]=1)=[CH:4]/[CH3:5])[CH3:2].[OH2:22]. (3) Given the product [OH:8][C:9]1[CH:10]=[CH:11][C:12]([CH2:15][CH:16]([O:22][C:23]2[CH:24]=[CH:25][CH:26]=[CH:27][CH:28]=2)[C:17]([O:19][CH2:20][CH3:21])=[O:18])=[CH:13][C:14]=1[N+:3]([O-:6])=[O:4], predict the reactants needed to synthesize it. The reactants are: O.Cl.[N+:3]([O-:6])([O-])=[O:4].[Na+].[OH:8][C:9]1[CH:14]=[CH:13][C:12]([CH2:15][CH:16]([O:22][C:23]2[CH:28]=[CH:27][CH:26]=[CH:25][CH:24]=2)[C:17]([O:19][CH2:20][CH3:21])=[O:18])=[CH:11][CH:10]=1. (4) The reactants are: [N:1]1[C:10]2[C:5](=[CH:6][CH:7]=[CH:8][CH:9]=2)[CH:4]=[CH:3][C:2]=1[C:11]1[N:15]=[C:14]([N:16]2[CH2:21][CH2:20][N:19](C(OC(C)(C)C)=O)[CH2:18][CH2:17]2)[S:13][N:12]=1.[ClH:29]. Given the product [Cl-:29].[N:1]1[C:10]2[C:5](=[CH:6][CH:7]=[CH:8][CH:9]=2)[CH:4]=[CH:3][C:2]=1[C:11]1[N:15]=[C:14]([N:16]2[CH2:17][CH2:18][NH2+:19][CH2:20][CH2:21]2)[S:13][N:12]=1, predict the reactants needed to synthesize it. (5) Given the product [Cl:1][C:2]1[CH:10]=[C:9]2[C:5]([CH:6]=[CH:7][NH:8]2)=[CH:4][C:3]=1[CH2:11][NH2:12], predict the reactants needed to synthesize it. The reactants are: [Cl:1][C:2]1[CH:10]=[C:9]2[C:5]([CH:6]=[CH:7][NH:8]2)=[CH:4][C:3]=1[C:11]#[N:12]. (6) The reactants are: [CH2:1]([C:4]1[C:12]2[O:11][N:10]=[C:9]([C:13]([F:16])([F:15])[F:14])[C:8]=2[CH:7]=[CH:6][C:5]=1[O:17][CH2:18][CH2:19][CH:20](OCCCBr)[NH:21][CH3:22])[CH2:2][CH3:3].[CH2:28]([N:30]=[C:31]=[O:32])[CH3:29]. Given the product [CH2:28]([NH:30][C:31](=[O:32])[N:21]([CH3:22])[CH2:20][CH2:19][CH2:18][O:17][C:5]1[CH:6]=[CH:7][C:8]2[C:9]([C:13]([F:16])([F:15])[F:14])=[N:10][O:11][C:12]=2[C:4]=1[CH2:1][CH2:2][CH3:3])[CH3:29], predict the reactants needed to synthesize it. (7) Given the product [NH2:1][C:2]1[N:7]=[CH:6][N:5]=[C:4]2[N:8]([CH2:12][CH2:13][OH:14])[N:9]=[C:10]([C:21]3[CH:20]=[CH:19][C:18]([NH:32][C:33]([C:35]4[N:36]([CH3:44])[C:37]5[C:42]([CH:43]=4)=[CH:41][CH:40]=[CH:39][CH:38]=5)=[O:34])=[C:17]([O:16][CH3:15])[CH:22]=3)[C:3]=12, predict the reactants needed to synthesize it. The reactants are: [NH2:1][C:2]1[N:7]=[CH:6][N:5]=[C:4]2[N:8]([CH2:12][CH2:13][OH:14])[N:9]=[C:10](I)[C:3]=12.[CH3:15][O:16][C:17]1[CH:22]=[C:21](B2OC(C)(C)C(C)(C)O2)[CH:20]=[CH:19][C:18]=1[NH:32][C:33]([C:35]1[N:36]([CH3:44])[C:37]2[C:42]([CH:43]=1)=[CH:41][CH:40]=[CH:39][CH:38]=2)=[O:34].C(=O)([O-])[O-].[Na+].[Na+].